Binary Classification. Given a T-cell receptor sequence (or CDR3 region) and an epitope sequence, predict whether binding occurs between them. From a dataset of TCR-epitope binding with 47,182 pairs between 192 epitopes and 23,139 TCRs. Result: 1 (the TCR binds to the epitope). The epitope is PKYVKQNTLKLAT. The TCR CDR3 sequence is CASSVAGTGDYEQYF.